From a dataset of Full USPTO retrosynthesis dataset with 1.9M reactions from patents (1976-2016). Predict the reactants needed to synthesize the given product. The reactants are: [F:1][C:2]1[CH:3]=[C:4]2[C:9](=[CH:10][CH:11]=1)[N:8]=[CH:7][CH:6]=[C:5]2[CH:12]1[CH2:21][CH2:20][C:15]2(OCC[O:16]2)[CH2:14][CH2:13]1.Cl. Given the product [F:1][C:2]1[CH:3]=[C:4]2[C:9](=[CH:10][CH:11]=1)[N:8]=[CH:7][CH:6]=[C:5]2[CH:12]1[CH2:13][CH2:14][C:15](=[O:16])[CH2:20][CH2:21]1, predict the reactants needed to synthesize it.